This data is from Full USPTO retrosynthesis dataset with 1.9M reactions from patents (1976-2016). The task is: Predict the reactants needed to synthesize the given product. (1) Given the product [C:15]([O:18][C:19]([N:5]1[CH2:6][CH:3]([OH:2])[CH2:4]1)=[O:20])([CH3:17])([CH3:16])[CH3:14], predict the reactants needed to synthesize it. The reactants are: Cl.[OH:2][CH:3]1[CH2:6][NH:5][CH2:4]1.C(N(CC)CC)C.[CH3:14][C:15]([O:18][C:19](O[C:19]([O:18][C:15]([CH3:17])([CH3:16])[CH3:14])=[O:20])=[O:20])([CH3:17])[CH3:16]. (2) Given the product [Cl:26][C:27]1[CH:32]=[CH:31][C:30]([CH:33]2[CH2:38][CH2:37][CH2:36][N:35]([C:47]([C:46]3[CH:50]=[CH:51][N:52]=[C:44]([CH3:43])[CH:45]=3)=[O:48])[CH2:34]2)=[C:29]([C:39]([F:42])([F:40])[F:41])[CH:28]=1, predict the reactants needed to synthesize it. The reactants are: FC1C=CC=CC=1C1CCCN(C(C2C=CN=C(N(C)C)C=2)=O)C1.Cl.[Cl:26][C:27]1[CH:32]=[CH:31][C:30]([CH:33]2[CH2:38][CH2:37][CH2:36][NH:35][CH2:34]2)=[C:29]([C:39]([F:42])([F:41])[F:40])[CH:28]=1.[CH3:43][C:44]1[CH:45]=[C:46]([CH:50]=[CH:51][N:52]=1)[C:47](O)=[O:48].